Dataset: NCI-60 drug combinations with 297,098 pairs across 59 cell lines. Task: Regression. Given two drug SMILES strings and cell line genomic features, predict the synergy score measuring deviation from expected non-interaction effect. (1) Drug 1: CNC(=O)C1=NC=CC(=C1)OC2=CC=C(C=C2)NC(=O)NC3=CC(=C(C=C3)Cl)C(F)(F)F. Drug 2: COC1=C2C(=CC3=C1OC=C3)C=CC(=O)O2. Cell line: SK-MEL-28. Synergy scores: CSS=3.53, Synergy_ZIP=6.37, Synergy_Bliss=11.4, Synergy_Loewe=8.08, Synergy_HSA=5.71. (2) Drug 2: N.N.Cl[Pt+2]Cl. Drug 1: CC1=C(C=C(C=C1)C(=O)NC2=CC(=CC(=C2)C(F)(F)F)N3C=C(N=C3)C)NC4=NC=CC(=N4)C5=CN=CC=C5. Synergy scores: CSS=20.8, Synergy_ZIP=-3.74, Synergy_Bliss=-3.77, Synergy_Loewe=-8.32, Synergy_HSA=-5.09. Cell line: SK-MEL-28. (3) Drug 1: CCN(CC)CCNC(=O)C1=C(NC(=C1C)C=C2C3=C(C=CC(=C3)F)NC2=O)C. Drug 2: CCC1(C2=C(COC1=O)C(=O)N3CC4=CC5=C(C=CC(=C5CN(C)C)O)N=C4C3=C2)O. Cell line: SW-620. Synergy scores: CSS=81.5, Synergy_ZIP=-0.0318, Synergy_Bliss=-0.285, Synergy_Loewe=3.70, Synergy_HSA=8.93. (4) Drug 1: CCC1=CC2CC(C3=C(CN(C2)C1)C4=CC=CC=C4N3)(C5=C(C=C6C(=C5)C78CCN9C7C(C=CC9)(C(C(C8N6C)(C(=O)OC)O)OC(=O)C)CC)OC)C(=O)OC.C(C(C(=O)O)O)(C(=O)O)O. Drug 2: C1CN(P(=O)(OC1)NCCCl)CCCl. Cell line: SK-MEL-2. Synergy scores: CSS=55.8, Synergy_ZIP=-1.09, Synergy_Bliss=1.31, Synergy_Loewe=-34.9, Synergy_HSA=0.982. (5) Drug 1: CC1=CC=C(C=C1)C2=CC(=NN2C3=CC=C(C=C3)S(=O)(=O)N)C(F)(F)F. Drug 2: C(=O)(N)NO. Cell line: MDA-MB-231. Synergy scores: CSS=2.68, Synergy_ZIP=-0.608, Synergy_Bliss=2.05, Synergy_Loewe=0.0297, Synergy_HSA=0.670. (6) Drug 2: N.N.Cl[Pt+2]Cl. Cell line: CAKI-1. Synergy scores: CSS=40.1, Synergy_ZIP=-4.85, Synergy_Bliss=-0.137, Synergy_Loewe=-6.66, Synergy_HSA=4.84. Drug 1: C1=CN(C(=O)N=C1N)C2C(C(C(O2)CO)O)O.Cl. (7) Drug 1: CCC1(CC2CC(C3=C(CCN(C2)C1)C4=CC=CC=C4N3)(C5=C(C=C6C(=C5)C78CCN9C7C(C=CC9)(C(C(C8N6C=O)(C(=O)OC)O)OC(=O)C)CC)OC)C(=O)OC)O.OS(=O)(=O)O. Drug 2: CC1=C(C(CCC1)(C)C)C=CC(=CC=CC(=CC(=O)O)C)C. Cell line: LOX IMVI. Synergy scores: CSS=51.7, Synergy_ZIP=-2.95, Synergy_Bliss=-5.94, Synergy_Loewe=-31.8, Synergy_HSA=-1.18. (8) Drug 1: COC1=CC(=CC(=C1O)OC)C2C3C(COC3=O)C(C4=CC5=C(C=C24)OCO5)OC6C(C(C7C(O6)COC(O7)C8=CC=CS8)O)O. Drug 2: COCCOC1=C(C=C2C(=C1)C(=NC=N2)NC3=CC=CC(=C3)C#C)OCCOC.Cl. Cell line: IGROV1. Synergy scores: CSS=51.5, Synergy_ZIP=10.0, Synergy_Bliss=9.70, Synergy_Loewe=12.9, Synergy_HSA=16.8. (9) Drug 1: C1=CC(=CC=C1CCC2=CNC3=C2C(=O)NC(=N3)N)C(=O)NC(CCC(=O)O)C(=O)O. Drug 2: C(CN)CNCCSP(=O)(O)O. Cell line: ACHN. Synergy scores: CSS=20.9, Synergy_ZIP=-3.15, Synergy_Bliss=-1.14, Synergy_Loewe=-19.3, Synergy_HSA=-0.277. (10) Drug 1: C1CC(C1)(C(=O)O)C(=O)O.[NH2-].[NH2-].[Pt+2]. Drug 2: C(CN)CNCCSP(=O)(O)O. Cell line: OVCAR-4. Synergy scores: CSS=1.36, Synergy_ZIP=-0.214, Synergy_Bliss=0.350, Synergy_Loewe=-4.14, Synergy_HSA=-1.58.